Dataset: Full USPTO retrosynthesis dataset with 1.9M reactions from patents (1976-2016). Task: Predict the reactants needed to synthesize the given product. (1) Given the product [CH3:13][O:14][C:15]([C:17]1([CH3:1])[CH2:22][CH2:21][CH:20]([C:23]([OH:25])=[O:24])[CH2:19][CH2:18]1)=[O:16], predict the reactants needed to synthesize it. The reactants are: [CH:1](NC(C)C)(C)C.C([Li])CCC.[CH3:13][O:14][C:15]([CH:17]1[CH2:22][CH2:21][CH:20]([C:23]([OH:25])=[O:24])[CH2:19][CH2:18]1)=[O:16].IC. (2) Given the product [Br:20][C:17]1[CH:18]=[CH:19][C:14]([CH:8]([C:5]2[CH:4]=[CH:3][C:2]([Br:1])=[CH:7][CH:6]=2)[S:9][CH2:10][C:11]([NH:24][CH2:21][CH2:22][CH3:23])=[O:13])=[CH:15][CH:16]=1, predict the reactants needed to synthesize it. The reactants are: [Br:1][C:2]1[CH:7]=[CH:6][C:5]([CH:8]([C:14]2[CH:19]=[CH:18][C:17]([Br:20])=[CH:16][CH:15]=2)[S:9][CH2:10][C:11]([OH:13])=O)=[CH:4][CH:3]=1.[CH2:21]([NH2:24])[CH2:22][CH3:23]. (3) Given the product [CH2:19]([S:21][C:22]1[CH:30]=[CH:29][CH:28]=[CH:27][C:23]=1[C:24]([NH:1][C:2]1[C:3]([OH:12])=[N:4][CH:5]=[C:6]([C:8]([F:11])([F:9])[F:10])[CH:7]=1)=[O:25])[CH3:20], predict the reactants needed to synthesize it. The reactants are: [NH2:1][C:2]1[C:3]([OH:12])=[N:4][CH:5]=[C:6]([C:8]([F:11])([F:10])[F:9])[CH:7]=1.C1COCC1.Cl.[CH2:19]([S:21][C:22]1[CH:30]=[CH:29][CH:28]=[CH:27][C:23]=1[C:24](O)=[O:25])[CH3:20].C(=O)([O-])O.[Na+].